Dataset: Catalyst prediction with 721,799 reactions and 888 catalyst types from USPTO. Task: Predict which catalyst facilitates the given reaction. (1) Reactant: [O:1]1[CH2:6][CH2:5][CH:4]([O:7][C:8]2[C:9]3[N:17]=[C:16]([C:18]4[CH:19]=[C:20]([NH2:24])[CH:21]=[N:22][CH:23]=4)[CH:15]=[CH:14][C:10]=3[N:11]=[CH:12][N:13]=2)[CH2:3][CH2:2]1.[Br:25][C:26]1[CH:31]=[CH:30][C:29]([S:32](Cl)(=[O:34])=[O:33])=[C:28]([F:36])[CH:27]=1. Product: [Br:25][C:26]1[CH:31]=[CH:30][C:29]([S:32]([NH:24][C:20]2[CH:21]=[N:22][CH:23]=[C:18]([C:16]3[CH:15]=[CH:14][C:10]4[N:11]=[CH:12][N:13]=[C:8]([O:7][CH:4]5[CH2:5][CH2:6][O:1][CH2:2][CH2:3]5)[C:9]=4[N:17]=3)[CH:19]=2)(=[O:33])=[O:34])=[C:28]([F:36])[CH:27]=1. The catalyst class is: 298. (2) Reactant: [Br:1][C:2]1[C:3](=[O:19])[NH:4][N:5]=[CH:6][C:7]=1[NH:8][C@@H:9]1[CH2:14][C@@H:13]2[CH2:15][C@@H:11]([C:12]2([CH3:17])[CH3:16])[C@H:10]1[CH3:18].Br[CH2:21][C:22]([O:24][CH2:25][CH3:26])=[O:23].C(=O)([O-])[O-].[K+].[K+].[Cl-].[NH4+]. Product: [Br:1][C:2]1[C:3](=[O:19])[N:4]([CH2:21][C:22]([O:24][CH2:25][CH3:26])=[O:23])[N:5]=[CH:6][C:7]=1[NH:8][C@@H:9]1[CH2:14][C@@H:13]2[CH2:15][C@@H:11]([C:12]2([CH3:16])[CH3:17])[C@H:10]1[CH3:18]. The catalyst class is: 9. (3) Reactant: [CH3:1][C:2]([CH3:31])([CH3:30])[C:3]([N:5]([CH2:23][CH:24]1[CH2:28][O:27][C:26](=[O:29])[O:25]1)[C:6]1[C:11](/[CH:12]=[CH:13]/[C:14]([O:16][CH2:17][CH2:18][CH2:19][CH3:20])=[O:15])=[CH:10][CH:9]=[C:8]([O:21][CH3:22])[N:7]=1)=[O:4].[H][H]. Product: [CH3:30][C:2]([CH3:1])([CH3:31])[C:3]([N:5]([CH2:23][CH:24]1[CH2:28][O:27][C:26](=[O:29])[O:25]1)[C:6]1[C:11]([CH2:12][CH2:13][C:14]([O:16][CH2:17][CH2:18][CH2:19][CH3:20])=[O:15])=[CH:10][CH:9]=[C:8]([O:21][CH3:22])[N:7]=1)=[O:4]. The catalyst class is: 29. (4) Reactant: [Br:1][C:2]1[CH:7]=[CH:6][C:5]([C:8]([CH3:14])([CH3:13])[C:9](OC)=[O:10])=[CH:4][CH:3]=1.[CH3:15][NH:16][O:17][CH3:18].C([Mg]Cl)(C)C.[Cl-].[NH4+]. Product: [Br:1][C:2]1[CH:3]=[CH:4][C:5]([C:8]([CH3:13])([CH3:14])[C:9]([N:16]([O:17][CH3:18])[CH3:15])=[O:10])=[CH:6][CH:7]=1. The catalyst class is: 7. (5) Reactant: [CH3:1][O:2][C:3](=[O:16])[C:4]([NH2:15])([CH3:14])[CH2:5][NH:6][C:7]1[CH:12]=[CH:11][C:10]([F:13])=[CH:9][CH:8]=1.C(N(CC)CC)C.Cl[C:25](Cl)([O:27]C(=O)OC(Cl)(Cl)Cl)Cl. Product: [CH3:1][O:2][C:3]([C:4]1([CH3:14])[CH2:5][N:6]([C:7]2[CH:12]=[CH:11][C:10]([F:13])=[CH:9][CH:8]=2)[C:25](=[O:27])[NH:15]1)=[O:16]. The catalyst class is: 76. (6) Reactant: [Si:1]([O:8][CH2:9][C:10]([O:12]CC)=[O:11])([C:4]([CH3:7])([CH3:6])[CH3:5])([CH3:3])[CH3:2].[OH-].[Na+]. The catalyst class is: 5. Product: [Si:1]([O:8][CH2:9][C:10]([OH:12])=[O:11])([C:4]([CH3:7])([CH3:6])[CH3:5])([CH3:3])[CH3:2]. (7) Reactant: Br[C:2]1[S:6][C:5]2[C:7]3[C:27]([C:28](=[O:29])[C:4]=2[C:3]=1[CH2:31][CH2:32][CH2:33][CH2:34][CH2:35][CH2:36][CH2:37][CH3:38])=[CH:26][C:25]1[C:12]2[S:13][C:14](Br)=[C:15]([CH2:16][CH2:17][CH2:18][CH2:19][CH2:20][CH2:21][CH2:22][CH3:23])[C:11]=2[C:10](=[O:30])[C:9]=1[CH:8]=3.[CH2:39]([C:47]1[CH:51]=[C:50]([Sn](C)(C)C)[S:49][CH:48]=1)[CH2:40][CH2:41][CH2:42][CH2:43][CH2:44][CH2:45][CH3:46]. Product: [CH2:39]([C:47]1[CH:51]=[C:50]([C:14]2[S:13][C:12]3[C:25]4[C:9]([C:10](=[O:30])[C:11]=3[C:15]=2[CH2:16][CH2:17][CH2:18][CH2:19][CH2:20][CH2:21][CH2:22][CH3:23])=[CH:8][C:7]2[C:5]3[S:6][C:2]([C:2]5[S:6][CH:5]=[C:4]([CH2:28][CH2:27][CH2:26][CH2:25][CH2:9][CH2:10][CH2:11][CH3:12])[CH:3]=5)=[C:3]([CH2:31][CH2:32][CH2:33][CH2:34][CH2:35][CH2:36][CH2:37][CH3:38])[C:4]=3[C:28](=[O:29])[C:27]=2[CH:26]=4)[S:49][CH:48]=1)[CH2:40][CH2:41][CH2:42][CH2:43][CH2:44][CH2:45][CH3:46]. The catalyst class is: 45.